From a dataset of Reaction yield outcomes from USPTO patents with 853,638 reactions. Predict the reaction yield, written as a fraction of the theoretical maximum amount of product (1.0 means a 100% yield; for example, 0.34 means a 34% yield). (1) The reactants are Cl[C:2]1[C:11]2[C:6](=[CH:7][CH:8]=[CH:9][C:10]=2[O:12][CH:13]2[CH2:18][CH2:17][N:16]([CH3:19])[CH2:15][CH2:14]2)[N:5]=[CH:4][N:3]=1.[CH3:20][C:21]1[C:29]2[C:24](=[CH:25][CH:26]=[C:27]([NH2:30])[CH:28]=2)[NH:23][CH:22]=1. No catalyst specified. The product is [CH3:20][C:21]1[C:29]2[C:24](=[CH:25][CH:26]=[C:27]([NH:30][C:2]3[C:11]4[C:6](=[CH:7][CH:8]=[CH:9][C:10]=4[O:12][CH:13]4[CH2:18][CH2:17][N:16]([CH3:19])[CH2:15][CH2:14]4)[N:5]=[CH:4][N:3]=3)[CH:28]=2)[NH:23][CH:22]=1. The yield is 0.100. (2) The yield is 0.820. The product is [C:27]([O:26][C:25]([NH:24][CH2:23][CH2:22][CH2:21][N:42]1[C:43]([C:45]([O:47][CH2:48][CH3:49])=[O:46])=[CH:44][C:40]([CH2:39][O:32][C:33]2[CH:38]=[CH:37][CH:36]=[CH:35][CH:34]=2)=[N:41]1)=[O:31])([CH3:30])([CH3:29])[CH3:28]. The catalyst is C1COCC1. The reactants are C1(P(C2C=CC=CC=2)C2C=CC=CC=2)C=CC=CC=1.O[CH2:21][CH2:22][CH2:23][NH:24][C:25](=[O:31])[O:26][C:27]([CH3:30])([CH3:29])[CH3:28].[O:32]([CH2:39][C:40]1[CH:44]=[C:43]([C:45]([O:47][CH2:48][CH3:49])=[O:46])[NH:42][N:41]=1)[C:33]1[CH:38]=[CH:37][CH:36]=[CH:35][CH:34]=1. (3) The reactants are [CH3:1]C([O-])(C)C.[K+].O=[C:8]1[CH2:11][N:10]([C:12]([O:14][C:15]([CH3:18])([CH3:17])[CH3:16])=[O:13])[CH2:9]1. The catalyst is CCOCC.[Br-].C[P+](C1C=CC=CC=1)(C1C=CC=CC=1)C1C=CC=CC=1. The product is [CH2:1]=[C:8]1[CH2:11][N:10]([C:12]([O:14][C:15]([CH3:18])([CH3:17])[CH3:16])=[O:13])[CH2:9]1. The yield is 0.787. (4) The reactants are Cl[C:2]1[C:11]2[C:6](=[CH:7][C:8]([O:14][CH3:15])=[C:9]([O:12][CH3:13])[CH:10]=2)[N:5]=[CH:4][CH:3]=1.[OH:16][C:17]1[CH:18]=[N:19][C:20]2[C:25]([CH:26]=1)=[CH:24][CH:23]=[CH:22][CH:21]=2.O. The catalyst is CN(C)C1C=CN=CC=1.ClC1C=CC=CC=1Cl. The product is [CH3:13][O:12][C:9]1[CH:10]=[C:11]2[C:6](=[CH:7][C:8]=1[O:14][CH3:15])[N:5]=[CH:4][CH:3]=[C:2]2[O:16][C:17]1[CH:18]=[N:19][C:20]2[C:25]([CH:26]=1)=[CH:24][CH:23]=[CH:22][CH:21]=2. The yield is 0.930. (5) The reactants are [C:1]([C:4]1[C:9]([O:10][CH2:11][CH2:12][CH2:13][C:14]([O:16]CC)=[O:15])=[C:8]([CH2:19][CH2:20][CH3:21])[C:7]([O:22][CH2:23][CH2:24][CH2:25][S:26][C:27]2[CH:32]=[CH:31][C:30]([C:33](=[O:35])[CH3:34])=[C:29]([OH:36])[C:28]=2[CH2:37][CH2:38][CH3:39])=[CH:6][CH:5]=1)(=[O:3])[CH3:2].[OH-].[Na+].O.Cl. The yield is 0.652. The product is [C:1]([C:4]1[C:9]([O:10][CH2:11][CH2:12][CH2:13][C:14]([OH:16])=[O:15])=[C:8]([CH2:19][CH2:20][CH3:21])[C:7]([O:22][CH2:23][CH2:24][CH2:25][S:26][C:27]2[CH:32]=[CH:31][C:30]([C:33](=[O:35])[CH3:34])=[C:29]([OH:36])[C:28]=2[CH2:37][CH2:38][CH3:39])=[CH:6][CH:5]=1)(=[O:3])[CH3:2]. The catalyst is C(O)C. (6) The product is [CH:10]([C:8]1[O:9][C:5]2[CH:4]=[CH:3][C:2]([C:18]3[CH:19]=[CH:20][C:15]([C:13]#[N:14])=[CH:16][CH:17]=3)=[CH:12][C:6]=2[N:7]=1)=[CH2:11]. The reactants are Br[C:2]1[CH:3]=[CH:4][C:5]2[O:9][C:8]([CH:10]=[CH2:11])=[N:7][C:6]=2[CH:12]=1.[C:13]([C:15]1[CH:20]=[CH:19][C:18](B(O)O)=[CH:17][CH:16]=1)#[N:14].C(P(C(C)(C)C)C(C)(C)C)(C)(C)C.O1CCCC1. The catalyst is CCCCCC. The yield is 0.780. (7) The reactants are [CH2:1]([CH:4]([CH2:7][CH2:8][CH2:9][CH2:10][CH3:11])[CH2:5][OH:6])[CH2:2][CH3:3].[F:12][C:13]([F:26])([F:25])[S:14](O[S:14]([C:13]([F:26])([F:25])[F:12])(=[O:16])=[O:15])(=[O:16])=[O:15].C([O-])(O)=O.[Na+]. The catalyst is C(Cl)Cl. The product is [O:6]([CH2:5][CH:4]([CH2:1][CH2:2][CH3:3])[CH2:7][CH2:8][CH2:9][CH2:10][CH3:11])[S:14]([C:13]([F:26])([F:25])[F:12])(=[O:16])=[O:15]. The yield is 0.941. (8) The reactants are [CH3:1][O:2][CH2:3][CH2:4][N:5]1[CH2:10][CH2:9][CH:8]([S:11]([N:14]2[CH2:19][CH2:18][CH:17]([O:20][C:21]3[CH:26]=[CH:25][C:24]([O:27][C:28]([F:31])([F:30])[F:29])=[CH:23][CH:22]=3)[CH2:16][CH2:15]2)(=[O:13])=[O:12])[CH2:7][CH2:6]1.C([N-]C(C)C)(C)C.[Li+].O1CCCC1.CCCCCCC.C(C1C=CC=CC=1)C.[C:60](=[O:62])=[O:61].Cl. The catalyst is C1(C)C=CC=CC=1.O. The product is [CH3:1][O:2][CH2:3][CH2:4][N:5]1[CH2:10][CH2:9][C:8]([S:11]([N:14]2[CH2:19][CH2:18][CH:17]([O:20][C:21]3[CH:22]=[CH:23][C:24]([O:27][C:28]([F:31])([F:29])[F:30])=[CH:25][CH:26]=3)[CH2:16][CH2:15]2)(=[O:12])=[O:13])([C:60]([OH:62])=[O:61])[CH2:7][CH2:6]1. The yield is 0.950. (9) The yield is 0.840. The product is [O:16]=[C:14]1[NH:13][C:12]2[CH:17]=[C:8]([C:5]3([C:3]([OH:4])=[O:2])[CH2:7][CH2:6]3)[CH:9]=[CH:10][C:11]=2[O:15]1. The catalyst is CO.O. The reactants are C[O:2][C:3]([C:5]1([C:8]2[CH:9]=[CH:10][C:11]3[O:15][C:14](=[O:16])[NH:13][C:12]=3[CH:17]=2)[CH2:7][CH2:6]1)=[O:4].O[Li].O.